Dataset: Catalyst prediction with 721,799 reactions and 888 catalyst types from USPTO. Task: Predict which catalyst facilitates the given reaction. (1) Reactant: [OH:1][C:2]1[CH:11]=[C:10]([OH:12])[CH:9]=[CH:8][C:3]=1[C:4]([O:6][CH3:7])=[O:5].C(N(CC)CC)C.[C:20](Cl)([C:33]1[CH:38]=[CH:37][CH:36]=[CH:35][CH:34]=1)([C:27]1[CH:32]=[CH:31][CH:30]=[CH:29][CH:28]=1)[C:21]1[CH:26]=[CH:25][CH:24]=[CH:23][CH:22]=1. Product: [OH:1][C:2]1[CH:11]=[C:10]([O:12][C:20]([C:21]2[CH:26]=[CH:25][CH:24]=[CH:23][CH:22]=2)([C:33]2[CH:34]=[CH:35][CH:36]=[CH:37][CH:38]=2)[C:27]2[CH:28]=[CH:29][CH:30]=[CH:31][CH:32]=2)[CH:9]=[CH:8][C:3]=1[C:4]([O:6][CH3:7])=[O:5]. The catalyst class is: 546. (2) Reactant: [CH2:1]([N:3]1[CH:7]=[CH:6][N:5]=[C:4]1[C:8]1[C:17]2[C:12](=[CH:13][CH:14]=[CH:15][CH:16]=2)[CH:11]=[CH:10][CH:9]=1)[CH3:2].[Li]CCCC.CCCCCC.[C:29](=O)([O:33]CC)[O:30][CH2:31][CH3:32]. Product: [CH2:31]([O:30][C:29]([C:7]1[N:3]([CH2:1][CH3:2])[C:4]([C:8]2[C:17]3[C:12](=[CH:13][CH:14]=[CH:15][CH:16]=3)[CH:11]=[CH:10][CH:9]=2)=[N:5][CH:6]=1)=[O:33])[CH3:32]. The catalyst class is: 20. (3) Reactant: [CH3:1][N:2]([CH3:33])[C:3]1[C:12]2[C:7](=[CH:8][CH:9]=[CH:10][CH:11]=2)[N:6]=[C:5]([NH:13][C@@H:14]2[CH2:19][CH2:18][C@H:17]([CH2:20][NH:21][C:22](=[O:32])[C:23]3[CH:28]=[CH:27][CH:26]=[C:25]([N+:29]([O-])=O)[CH:24]=3)[CH2:16][CH2:15]2)[N:4]=1. Product: [NH2:29][C:25]1[CH:24]=[C:23]([CH:28]=[CH:27][CH:26]=1)[C:22]([NH:21][CH2:20][C@H:17]1[CH2:18][CH2:19][C@@H:14]([NH:13][C:5]2[N:4]=[C:3]([N:2]([CH3:33])[CH3:1])[C:12]3[C:7](=[CH:8][CH:9]=[CH:10][CH:11]=3)[N:6]=2)[CH2:15][CH2:16]1)=[O:32]. The catalyst class is: 50. (4) Reactant: [O:1]1[CH2:6][CH2:5][O:4][CH2:3][CH:2]1[CH2:7][OH:8].[H-].[Na+].Cl[C:12]1[CH:27]=[C:16]2[C:17]3[C:22]([CH2:23][CH2:24][N:15]2[C:14](=[O:28])[N:13]=1)=[CH:21][C:20]([O:25][CH3:26])=[CH:19][CH:18]=3. Product: [O:1]1[CH2:6][CH2:5][O:4][CH2:3][CH:2]1[CH2:7][O:8][C:12]1[CH:27]=[C:16]2[C:17]3[C:22]([CH2:23][CH2:24][N:15]2[C:14](=[O:28])[N:13]=1)=[CH:21][C:20]([O:25][CH3:26])=[CH:19][CH:18]=3. The catalyst class is: 2. (5) The catalyst class is: 370. Product: [ClH:1].[ClH:1].[CH3:2][C:3]1[O:7][N:6]=[C:5]([C:8]2[CH:13]=[CH:12][C:11]([C@H:14]3[CH2:19][NH:18][CH2:17][CH2:16][NH:15]3)=[CH:10][CH:9]=2)[N:4]=1. Reactant: [ClH:1].[CH3:2][C:3]1[O:7][N:6]=[C:5]([C:8]2[CH:13]=[CH:12][C:11]([C@H:14]3[CH2:19][N:18](C([O-])=O)[CH2:17][CH2:16][N:15]3C([O-])=O)=[CH:10][CH:9]=2)[N:4]=1. (6) Reactant: [Cl:1][C:2]1[CH:7]=[CH:6][C:5]([C:8]2[CH:12]=[C:11]([C:13]3[CH:14]=[C:15]([CH:21]=[CH:22][CH:23]=3)[C:16]([O:18]CC)=[O:17])[O:10][N:9]=2)=[CH:4][CH:3]=1.Cl. Product: [Cl:1][C:2]1[CH:3]=[CH:4][C:5]([C:8]2[CH:12]=[C:11]([C:13]3[CH:14]=[C:15]([CH:21]=[CH:22][CH:23]=3)[C:16]([OH:18])=[O:17])[O:10][N:9]=2)=[CH:6][CH:7]=1. The catalyst class is: 20. (7) Reactant: [C:1]([O:5][C:6](=[O:28])[NH:7][C:8]([C:10]1[S:11][C:12]([S:26][CH3:27])=[C:13]([S:15]([C:18]2[CH:19]=[N:20][C:21](Cl)=[C:22]([Br:24])[CH:23]=2)(=[O:17])=[O:16])[CH:14]=1)=[NH:9])([CH3:4])([CH3:3])[CH3:2].[NH2:29][CH2:30][C:31]1[CH:36]=[CH:35][N:34]=[CH:33][CH:32]=1. Product: [C:1]([O:5][C:6](=[O:28])[NH:7][C:8]([C:10]1[S:11][C:12]([S:26][CH3:27])=[C:13]([S:15]([C:18]2[CH:19]=[N:20][C:21]([NH:29][CH2:30][C:31]3[CH:36]=[CH:35][N:34]=[CH:33][CH:32]=3)=[C:22]([Br:24])[CH:23]=2)(=[O:17])=[O:16])[CH:14]=1)=[NH:9])([CH3:4])([CH3:3])[CH3:2]. The catalyst class is: 1. (8) Reactant: [C:1]([C:3]1[C:8]2[N:9]=[C:10]([N:12]3[CH2:17][CH2:16][CH:15]([C:18]([O:20]CC)=[O:19])[CH2:14][CH2:13]3)[O:11][C:7]=2[C:6]([N:23]2[CH2:27][CH2:26][C@H:25]([N:28]([CH3:30])[CH3:29])[CH2:24]2)=[C:5]([C:31]2[CH:36]=[CH:35][CH:34]=[CH:33][CH:32]=2)[C:4]=1[CH3:37])#[N:2].[OH-].[Na+].Cl. Product: [C:1]([C:3]1[C:8]2[N:9]=[C:10]([N:12]3[CH2:17][CH2:16][CH:15]([C:18]([OH:20])=[O:19])[CH2:14][CH2:13]3)[O:11][C:7]=2[C:6]([N:23]2[CH2:27][CH2:26][C@H:25]([N:28]([CH3:30])[CH3:29])[CH2:24]2)=[C:5]([C:31]2[CH:36]=[CH:35][CH:34]=[CH:33][CH:32]=2)[C:4]=1[CH3:37])#[N:2]. The catalyst class is: 7. (9) Reactant: [C:1]1([C:7]2[CH:21]=[CH:20][C:10]3[N:11]=[C:12]([CH2:14][C:15]([O:17][CH2:18][CH3:19])=[O:16])[S:13][C:9]=3[CH:8]=2)[CH:6]=[CH:5][CH:4]=[CH:3][CH:2]=1.C1CCN2C(=NCCC2)CC1.[CH3:33][S:34](Cl)(=[O:36])=[O:35]. Product: [CH3:33][S:34]([CH:14]([C:12]1[S:13][C:9]2[CH:8]=[C:7]([C:1]3[CH:2]=[CH:3][CH:4]=[CH:5][CH:6]=3)[CH:21]=[CH:20][C:10]=2[N:11]=1)[C:15]([O:17][CH2:18][CH3:19])=[O:16])(=[O:36])=[O:35]. The catalyst class is: 3. (10) Reactant: [NH2:1][C:2]1[CH:3]=[C:4]2[C:9](=[CH:10][CH:11]=1)[NH:8][C:7](=[O:12])[CH:6]=[C:5]2[C:13]([F:16])([F:15])[F:14].[N:17]([O-])=O.[Na+].O.O.Cl[Sn]Cl. Product: [NH:1]([C:2]1[CH:3]=[C:4]2[C:9](=[CH:10][CH:11]=1)[NH:8][C:7](=[O:12])[CH:6]=[C:5]2[C:13]([F:16])([F:14])[F:15])[NH2:17]. The catalyst class is: 126.